Task: Predict the reactants needed to synthesize the given product.. Dataset: Full USPTO retrosynthesis dataset with 1.9M reactions from patents (1976-2016) (1) Given the product [Br:1][C:2]1[CH:25]=[N:24][C:5]2=[N:6][C:7]([N:11]3[CH2:14][CH:13]([N:15]([CH3:23])[C:16](=[O:22])[O:17][C:18]([CH3:21])([CH3:20])[CH3:19])[CH2:12]3)=[C:8]([NH:26][C@@H:27]([CH3:30])[CH2:28][OH:29])[N:9]=[C:4]2[CH:3]=1, predict the reactants needed to synthesize it. The reactants are: [Br:1][C:2]1[CH:25]=[N:24][C:5]2=[N:6][C:7]([N:11]3[CH2:14][CH:13]([N:15]([CH3:23])[C:16](=[O:22])[O:17][C:18]([CH3:21])([CH3:20])[CH3:19])[CH2:12]3)=[C:8](Cl)[N:9]=[C:4]2[CH:3]=1.[NH2:26][C@@H:27]([CH3:30])[CH2:28][OH:29]. (2) Given the product [F:1][C:2]1[CH:7]=[CH:6][CH:5]=[CH:4][C:3]=1[N:8]1[C:16]2[C:11](=[C:12]([N:17]3[CH2:24][C@@H:23]4[C@@H:19]([CH2:20][N:21]([C:29](=[O:30])[CH2:28][C@@H:27]([OH:26])[CH3:32])[CH2:22]4)[C:18]3=[O:25])[CH:13]=[CH:14][CH:15]=2)[CH:10]=[N:9]1, predict the reactants needed to synthesize it. The reactants are: [F:1][C:2]1[CH:7]=[CH:6][CH:5]=[CH:4][C:3]=1[N:8]1[C:16]2[C:11](=[C:12]([N:17]3[CH2:24][C@@H:23]4[C@@H:19]([CH2:20][NH:21][CH2:22]4)[C:18]3=[O:25])[CH:13]=[CH:14][CH:15]=2)[CH:10]=[N:9]1.[OH:26][C@@H:27]([CH3:32])[CH2:28][C:29](O)=[O:30].CCN(C(C)C)C(C)C.F[P-](F)(F)(F)(F)F.CN(C(N1C2C(=NC=CC=2)[N+]([O-])=N1)=[N+](C)C)C. (3) Given the product [C:26]([N:21]1[CH2:22][CH2:23][N:18]([C:16]2[CH:17]=[C:12]([N:6]3[C:5]([CH3:25])([CH3:24])[C:4]4[C:8](=[CH:9][CH:10]=[C:2]([Cl:1])[CH:3]=4)[C:7]3=[O:11])[CH:13]=[N:14][CH:15]=2)[CH2:19][CH2:20]1)(=[O:28])[CH3:27], predict the reactants needed to synthesize it. The reactants are: [Cl:1][C:2]1[CH:3]=[C:4]2[C:8](=[CH:9][CH:10]=1)[C:7](=[O:11])[N:6]([C:12]1[CH:13]=[N:14][CH:15]=[C:16]([N:18]3[CH2:23][CH2:22][NH:21][CH2:20][CH2:19]3)[CH:17]=1)[C:5]2([CH3:25])[CH3:24].[C:26](Cl)(=[O:28])[CH3:27].O. (4) The reactants are: [N:1]1[CH:6]=[CH:5][C:4](/[C:7](/[CH3:14])=[CH:8]\[C:9]([O:11][CH2:12][CH3:13])=[O:10])=[CH:3][CH:2]=1. Given the product [N:1]1[CH:6]=[CH:5][C:4]([CH:7]([CH3:14])[CH2:8][C:9]([O:11][CH2:12][CH3:13])=[O:10])=[CH:3][CH:2]=1, predict the reactants needed to synthesize it. (5) Given the product [CH3:1][C:2]1[C:3]([NH:9][C:10]([CH2:11][N:12]2[CH2:13][CH2:14][N:15]([CH2:26][CH:25]([OH:27])[CH2:24][O:23][C:22]3[CH:28]=[CH:29][CH:30]=[CH:31][C:21]=3[O:20][CH3:19])[CH2:16][CH2:17]2)=[O:18])=[C:4]([CH3:8])[CH:5]=[CH:6][CH:7]=1, predict the reactants needed to synthesize it. The reactants are: [CH3:1][C:2]1[CH:7]=[CH:6][CH:5]=[C:4]([CH3:8])[C:3]=1[NH:9][C:10](=[O:18])[CH2:11][N:12]1[CH2:17][CH2:16][NH:15][CH2:14][CH2:13]1.[CH3:19][O:20][C:21]1[CH:31]=[CH:30][CH:29]=[CH:28][C:22]=1[O:23][CH2:24][CH:25]1[O:27][CH2:26]1.C(O)(C)C. (6) The reactants are: [Si:1]([O:8][C@@H:9]1[CH2:14][C@@H:13]([CH:15]([O:18][CH3:19])[O:16][CH3:17])[O:12][C:11](=[O:20])[CH2:10]1)([C:4]([CH3:7])([CH3:6])[CH3:5])([CH3:3])[CH3:2].CC(C[AlH]CC(C)C)C.[C@H](O)(C([O-])=O)[C@@H](O)C([O-])=O.[Na+].[K+]. Given the product [Si:1]([O:8][C@@H:9]1[CH2:14][C@@H:13]([CH:15]([O:16][CH3:17])[O:18][CH3:19])[O:12][CH:11]([OH:20])[CH2:10]1)([C:4]([CH3:7])([CH3:6])[CH3:5])([CH3:3])[CH3:2], predict the reactants needed to synthesize it.